Dataset: Peptide-MHC class I binding affinity with 185,985 pairs from IEDB/IMGT. Task: Regression. Given a peptide amino acid sequence and an MHC pseudo amino acid sequence, predict their binding affinity value. This is MHC class I binding data. The peptide sequence is DTRGIFSAY. The MHC is HLA-B39:01 with pseudo-sequence HLA-B39:01. The binding affinity (normalized) is 0.0847.